Task: Predict the reactants needed to synthesize the given product.. Dataset: Full USPTO retrosynthesis dataset with 1.9M reactions from patents (1976-2016) (1) Given the product [N+:16]([C:3]1[C:4]([C:12]([F:15])([F:14])[F:13])=[N:5][C:6]2[C:11]([C:2]=1[NH:19][CH2:20][CH2:21][CH:22]1[CH2:23][CH2:24][N:25]([C:28]([O:30][C:31]([CH3:34])([CH3:33])[CH3:32])=[O:29])[CH2:26][CH2:27]1)=[CH:10][CH:9]=[CH:8][CH:7]=2)([O-:18])=[O:17], predict the reactants needed to synthesize it. The reactants are: Cl[C:2]1[C:11]2[C:6](=[CH:7][CH:8]=[CH:9][CH:10]=2)[N:5]=[C:4]([C:12]([F:15])([F:14])[F:13])[C:3]=1[N+:16]([O-:18])=[O:17].[NH2:19][CH2:20][CH2:21][CH:22]1[CH2:27][CH2:26][N:25]([C:28]([O:30][C:31]([CH3:34])([CH3:33])[CH3:32])=[O:29])[CH2:24][CH2:23]1.C(=O)([O-])[O-].[K+].[K+].O. (2) Given the product [CH2:17]([N:12]([CH2:13][CH:14]([CH3:15])[CH3:16])[C:11]1[CH:21]=[CH:22][C:8]([C:28]2[C:29]([C:30]([O:32][CH3:33])=[O:31])=[CH:34][CH:35]=[C:36]([CH3:38])[CH:37]=2)=[CH:9][C:10]=1[N+:23]([O-:25])=[O:24])[CH:18]([CH3:19])[CH3:20], predict the reactants needed to synthesize it. The reactants are: CC1(C)COB([C:8]2[CH:22]=[CH:21][C:11]([N:12]([CH2:17][CH:18]([CH3:20])[CH3:19])[CH2:13][CH:14]([CH3:16])[CH3:15])=[C:10]([N+:23]([O-:25])=[O:24])[CH:9]=2)OC1.Br[C:28]1[CH:37]=[C:36]([CH3:38])[CH:35]=[CH:34][C:29]=1[C:30]([O:32][CH3:33])=[O:31].C(=O)([O-])[O-].[Cs+].[Cs+]. (3) Given the product [CH2:9]([O:16][CH2:17][C:18](=[O:21])[CH2:19][N:5]1[N:4]=[C:3]([CH3:2])[O:7][C:6]1=[O:8])[C:10]1[CH:15]=[CH:14][CH:13]=[CH:12][CH:11]=1, predict the reactants needed to synthesize it. The reactants are: [Na].[CH3:2][C:3]1[O:7][C:6](=[O:8])[NH:5][N:4]=1.[CH2:9]([O:16][CH2:17][C:18](=[O:21])[CH2:19]Cl)[C:10]1[CH:15]=[CH:14][CH:13]=[CH:12][CH:11]=1. (4) Given the product [CH2:18]([C:19]1[N:1]([C:4]2[CH:9]=[CH:8][CH:7]=[C:6]([Cl:10])[C:5]=2[Cl:11])[N:2]=[N:3][CH:20]=1)[C:12]1[CH:17]=[CH:16][CH:15]=[CH:14][CH:13]=1, predict the reactants needed to synthesize it. The reactants are: [N:1]([C:4]1[CH:9]=[CH:8][CH:7]=[C:6]([Cl:10])[C:5]=1[Cl:11])=[N+:2]=[N-:3].[C:12]1([CH2:18][C:19]#[CH:20])[CH:17]=[CH:16][CH:15]=[CH:14][CH:13]=1. (5) Given the product [CH2:13]([N:1]([CH2:13][C:14]1[CH:19]=[CH:18][CH:17]=[CH:16][CH:15]=1)[CH:2]([CH2:5][OH:6])[CH2:3][OH:4])[C:14]1[CH:19]=[CH:18][CH:17]=[CH:16][CH:15]=1, predict the reactants needed to synthesize it. The reactants are: [NH2:1][CH:2]([CH2:5][OH:6])[CH2:3][OH:4].C(=O)([O-])[O-].[K+].[K+].[CH2:13](Br)[C:14]1[CH:19]=[CH:18][CH:17]=[CH:16][CH:15]=1. (6) The reactants are: [OH:1][C:2]1[CH:3]=[C:4]([CH:7]=[CH:8][CH:9]=1)[CH:5]=[O:6].Br[CH2:11][CH2:12][CH2:13][O:14][CH3:15].C(=O)([O-])[O-].[K+].[K+].O. Given the product [CH3:15][O:14][CH2:13][CH2:12][CH2:11][O:1][C:2]1[CH:3]=[C:4]([CH:7]=[CH:8][CH:9]=1)[CH:5]=[O:6], predict the reactants needed to synthesize it. (7) The reactants are: [Br:1][C:2]1[CH:10]=[CH:9][C:5]([C:6]([O-:8])=O)=[C:4]([CH2:11]Br)[CH:3]=1.[NH2:13][CH2:14][CH2:15][CH:16]1[CH2:20][CH2:19][CH2:18][N:17]1[CH3:21]. Given the product [Br:1][C:2]1[CH:3]=[C:4]2[C:5](=[CH:9][CH:10]=1)[C:6](=[O:8])[N:13]([CH2:14][CH2:15][CH:16]1[CH2:20][CH2:19][CH2:18][N:17]1[CH3:21])[CH2:11]2, predict the reactants needed to synthesize it. (8) The reactants are: [CH:1](=O)[C:2]1[O:6][CH:5]=[CH:4][CH:3]=1.S([O-])([O-])(=O)=O.[Mg+2].[NH2:14][C:15]1[CH:20]=[CH:19][CH:18]=[CH:17][CH:16]=1. Given the product [O:6]1[CH:5]=[CH:4][CH:3]=[C:2]1/[CH:1]=[N:14]/[C:15]1[CH:20]=[CH:19][CH:18]=[CH:17][CH:16]=1, predict the reactants needed to synthesize it. (9) Given the product [Cl:22][C:3]1[C:2]([B:26]2[O:27][C:28]([CH3:30])([CH3:29])[C:24]([CH3:40])([CH3:23])[O:25]2)=[CH:7][CH:6]=[CH:5][C:4]=1[N:8]1[C:17](=[O:18])[C:16]2[C:11](=[C:12]([F:19])[CH:13]=[CH:14][CH:15]=2)[N:10]([CH3:20])[C:9]1=[O:21], predict the reactants needed to synthesize it. The reactants are: Br[C:2]1[C:3]([Cl:22])=[C:4]([N:8]2[C:17](=[O:18])[C:16]3[C:11](=[C:12]([F:19])[CH:13]=[CH:14][CH:15]=3)[N:10]([CH3:20])[C:9]2=[O:21])[CH:5]=[CH:6][CH:7]=1.[CH3:23][C:24]1([CH3:40])[C:28]([CH3:30])([CH3:29])[O:27][B:26]([B:26]2[O:27][C:28]([CH3:30])([CH3:29])[C:24]([CH3:40])([CH3:23])[O:25]2)[O:25]1.C([O-])(=O)C.[K+]. (10) The reactants are: [N:1]([C:4]1[CH:8]=[CH:7][N:6]([CH2:9][CH3:10])[N:5]=1)=[N+:2]=[N-:3].[F:11][C:12]1[C:20]([C:21]([F:24])([F:23])[F:22])=[N:19][CH:18]=[CH:17][C:13]=1[C:14]([OH:16])=O. Given the product [CH2:9]([N:6]1[CH:7]=[CH:8][C:4]([N:1]2[C:13]3[CH2:12][C@H:20]([CH3:21])[N:19]([C:14]([C:13]4[CH:17]=[CH:18][N:19]=[C:20]([C:21]([F:24])([F:23])[F:22])[C:12]=4[F:11])=[O:16])[CH2:18][C:17]=3[N:3]=[N:2]2)=[N:5]1)[CH3:10], predict the reactants needed to synthesize it.